Task: Predict which catalyst facilitates the given reaction.. Dataset: Catalyst prediction with 721,799 reactions and 888 catalyst types from USPTO Reactant: [CH2:1]([CH:3]([C:6]1[C:14]2[NH:13][C:12](=[O:15])[N:11]([C:16]([O:18][C:19]([CH3:22])([CH3:21])[CH3:20])=[O:17])[C:10]=2[CH:9]=[CH:8][CH:7]=1)[CH2:4][CH3:5])[CH3:2].Br[CH2:24][C:25]([O:27][CH2:28][CH3:29])=[O:26].C(=O)([O-])[O-].[K+].[K+]. Product: [CH2:28]([O:27][C:25](=[O:26])[CH2:24][N:13]1[C:14]2[C:6]([CH:3]([CH2:4][CH3:5])[CH2:1][CH3:2])=[CH:7][CH:8]=[CH:9][C:10]=2[N:11]([C:16]([O:18][C:19]([CH3:20])([CH3:22])[CH3:21])=[O:17])[C:12]1=[O:15])[CH3:29]. The catalyst class is: 35.